Task: Predict the reaction yield, written as a fraction of the theoretical maximum amount of product (1.0 means a 100% yield; for example, 0.34 means a 34% yield).. Dataset: Reaction yield outcomes from USPTO patents with 853,638 reactions The reactants are [N+:1]([C:4]1[CH:5]=[C:6]2[C:11]([NH:12][C:13]3[CH:18]=[CH:17][CH:16]=[CH:15][CH:14]=3)=[C:10]([C:19]#[N:20])[CH:9]=[N:8][N:7]2[CH:21]=1)([O-:3])=[O:2].[OH-:22].[NH4+].OO. The catalyst is C(O)C. The product is [N+:1]([C:4]1[CH:5]=[C:6]2[C:11]([NH:12][C:13]3[CH:18]=[CH:17][CH:16]=[CH:15][CH:14]=3)=[C:10]([C:19]([NH2:20])=[O:22])[CH:9]=[N:8][N:7]2[CH:21]=1)([O-:3])=[O:2]. The yield is 0.680.